The task is: Predict the product of the given reaction.. This data is from Forward reaction prediction with 1.9M reactions from USPTO patents (1976-2016). (1) Given the reactants NN[C:3](NN)=O.ClC1C=[C:15]2[C:11]([C:12](=[O:18])[C:13](=O)[NH:14]2)=[CH:10][C:9]=1I, predict the reaction product. The product is: [CH3:3][N:14]1[CH2:15][CH2:11][CH2:10][CH2:9][C@@H:13]1[CH2:12][OH:18]. (2) Given the reactants [NH2:1][C:2]1[CH:3]=[CH:4][C:5]([F:18])=[C:6]([C@:8]2([CH3:17])[C@@H:14]([F:15])[CH2:13][O:12][CH2:11][C:10]([NH2:16])=[N:9]2)[CH:7]=1.[Cl:19][C:20]1[CH:21]=[N:22][C:23]2[C:24](=O)[CH2:25][CH2:26][C:27]=2[CH:28]=1.C(O)(=O)C.C(O[BH-](OC(=O)C)OC(=O)C)(=O)C.[Na+].Cl, predict the reaction product. The product is: [Cl:19][C:20]1[CH:28]=[C:27]2[CH2:26][CH2:25][CH:24]([NH:1][C:2]3[CH:3]=[CH:4][C:5]([F:18])=[C:6]([C@:8]4([CH3:17])[C@@H:14]([F:15])[CH2:13][O:12][CH2:11][C:10]([NH2:16])=[N:9]4)[CH:7]=3)[C:23]2=[N:22][CH:21]=1. (3) Given the reactants [CH3:1][C:2]1[CH:7]=[CH:6][CH:5]=[C:4]([CH3:8])[C:3]=1[C:9]1[N:19]=[C:12]2[CH:13]=[CH:14][C:15]([CH2:17]O)=[CH:16][N:11]2[N:10]=1.P(Br)(Br)[Br:21], predict the reaction product. The product is: [Br:21][CH2:17][C:15]1[CH:14]=[CH:13][C:12]2[N:11]([N:10]=[C:9]([C:3]3[C:2]([CH3:1])=[CH:7][CH:6]=[CH:5][C:4]=3[CH3:8])[N:19]=2)[CH:16]=1. (4) The product is: [O:1]=[C:2]1[NH:6][CH:5]=[C:4]([C:7]([NH:9][CH2:10][CH2:11][CH:12]2[CH2:17][CH2:16][N:15]([C:27]([O:28][CH2:29][C:30]3[CH:31]=[C:32]([Cl:37])[CH:33]=[C:34]([Cl:36])[CH:35]=3)=[O:38])[CH2:14][CH2:13]2)=[O:8])[O:3]1. Given the reactants [O:1]=[C:2]1[NH:6][CH:5]=[C:4]([C:7]([NH:9][CH2:10][CH2:11][CH:12]2[CH2:17][CH2:16][NH:15][CH2:14][CH2:13]2)=[O:8])[O:3]1.CCN(C(C)C)C(C)C.[C:27](Cl)(=[O:38])[O:28][CH2:29][C:30]1[CH:35]=[C:34]([Cl:36])[CH:33]=[C:32]([Cl:37])[CH:31]=1, predict the reaction product. (5) Given the reactants [NH:1]1[C:5]2=[N:6][CH:7]=[CH:8][CH:9]=[C:4]2[CH:3]=[CH:2]1.[N:10]1([C:16]2[N:21]=[CH:20][CH:19]=[CH:18][N:17]=2)[CH2:15][CH2:14][NH:13][CH2:12][CH2:11]1.[C:22]([O-])(=O)C.[Na+].C=O, predict the reaction product. The product is: [N:21]1[CH:20]=[CH:19][CH:18]=[N:17][C:16]=1[N:10]1[CH2:15][CH2:14][N:13]([CH2:22][C:2]2[NH:1][C:5]3=[N:6][CH:7]=[CH:8][CH:9]=[C:4]3[CH:3]=2)[CH2:12][CH2:11]1. (6) Given the reactants II.S(=O)(=O)(O)O.[C:8]1([CH2:14][CH:15]([OH:17])[CH3:16])[CH:13]=[CH:12][CH:11]=[CH:10][CH:9]=1.[I:18]([O-])(=O)=O.[Na+].[OH-].[Na+], predict the reaction product. The product is: [I:18][C:11]1[CH:12]=[CH:13][C:8]([CH2:14][CH:15]([OH:17])[CH3:16])=[CH:9][CH:10]=1.